Predict the reactants needed to synthesize the given product. From a dataset of Full USPTO retrosynthesis dataset with 1.9M reactions from patents (1976-2016). (1) Given the product [CH3:1][O:2][C:3]1[CH:25]=[CH:24][C:6]([O:7][C:8]2[CH:9]=[C:10]3[C:15](=[CH:16][CH:17]=2)[CH2:13][CH:12]([C:29]2[CH:34]=[CH:33][CH:32]=[CH:31][CH:30]=2)[CH2:11]3)=[C:5]([N+:26]([O-:28])=[O:27])[CH:4]=1, predict the reactants needed to synthesize it. The reactants are: [CH3:1][O:2][C:3]1[CH:25]=[CH:24][C:6]([O:7][C:8]2[CH:9]=[C:10]3[C:15](=[CH:16][CH:17]=2)O[CH:13](C2C=CC=CC=2)[CH2:12][CH2:11]3)=[C:5]([N+:26]([O-:28])=[O:27])[CH:4]=1.[C:29]1(C2C[C:34]3[C:29](=[CH:30][CH:31]=[C:32](O)[CH:33]=3)C2)[CH:34]=[CH:33][CH:32]=[CH:31][CH:30]=1. (2) Given the product [CH2:1]([O:5][C:6]([N:8]1[CH2:9][CH2:10][CH:11]([C:14]2[N:15]([CH3:19])[N:16]=[CH:17][CH:18]=2)[CH2:12][CH2:13]1)=[O:7])[CH2:2][CH2:3][CH3:4], predict the reactants needed to synthesize it. The reactants are: [CH2:1]([O:5][C:6]([N:8]1[CH2:13][CH:12]=[C:11]([C:14]2[N:15]([CH3:19])[N:16]=[CH:17][CH:18]=2)[CH2:10][CH2:9]1)=[O:7])[CH2:2][CH2:3][CH3:4]. (3) Given the product [CH3:9][O:8][C:7]1[N:6]=[CH:5][C:4]([C:10]2[CH:22]=[CH:21][C:13]([C:14]([O:16][C:17]([CH3:20])([CH3:19])[CH3:18])=[O:15])=[CH:12][C:11]=2[CH3:23])=[CH:3][C:2]=1[B:24]1[O:28][C:27]([CH3:30])([CH3:29])[C:26]([CH3:32])([CH3:31])[O:25]1, predict the reactants needed to synthesize it. The reactants are: Cl[C:2]1[CH:3]=[C:4]([C:10]2[CH:22]=[CH:21][C:13]([C:14]([O:16][C:17]([CH3:20])([CH3:19])[CH3:18])=[O:15])=[CH:12][C:11]=2[CH3:23])[CH:5]=[N:6][C:7]=1[O:8][CH3:9].[B:24]1([B:24]2[O:28][C:27]([CH3:30])([CH3:29])[C:26]([CH3:32])([CH3:31])[O:25]2)[O:28][C:27]([CH3:30])([CH3:29])[C:26]([CH3:32])([CH3:31])[O:25]1.C([O-])(=O)C.[K+]. (4) Given the product [CH3:19][O:18][C:15]1[CH:16]=[CH:17][C:12]([CH2:11][C:8]2[N:6]3[CH:7]=[C:2]([C:24]4[CH:23]=[N:22][N:21]([CH3:20])[CH:25]=4)[CH:3]=[N:4][C:5]3=[N:10][CH:9]=2)=[CH:13][CH:14]=1, predict the reactants needed to synthesize it. The reactants are: Br[C:2]1[CH:3]=[N:4][C:5]2[N:6]([C:8]([CH2:11][C:12]3[CH:17]=[CH:16][C:15]([O:18][CH3:19])=[CH:14][CH:13]=3)=[CH:9][N:10]=2)[CH:7]=1.[CH3:20][N:21]1[CH:25]=[C:24](B2OC(C)(C)C(C)(C)O2)[CH:23]=[N:22]1.C([O-])([O-])=O.[K+].[K+]. (5) Given the product [Br:26][C:11]1[CH:12]=[C:13]([CH2:15][CH2:16][CH3:17])[CH:14]=[C:9]([C:6]2[CH:5]=[CH:4][C:3]([O:2][CH3:1])=[CH:8][CH:7]=2)[C:10]=1[NH2:18], predict the reactants needed to synthesize it. The reactants are: [CH3:1][O:2][C:3]1[CH:8]=[CH:7][C:6]([C:9]2[C:10]([NH2:18])=[CH:11][CH:12]=[C:13]([CH2:15][CH2:16][CH3:17])[CH:14]=2)=[CH:5][CH:4]=1.C1C(=O)N([Br:26])C(=O)C1. (6) Given the product [Si:1]([O:8][CH2:9][CH2:10][NH:11][C:12]1[N:13]=[C:14]([O:23][CH3:24])[C:15]([NH2:20])=[C:16]([O:18][CH3:19])[N:17]=1)([C:4]([CH3:7])([CH3:6])[CH3:5])([CH3:3])[CH3:2], predict the reactants needed to synthesize it. The reactants are: [Si:1]([O:8][CH2:9][CH2:10][NH:11][C:12]1[N:17]=[C:16]([O:18][CH3:19])[C:15]([N+:20]([O-])=O)=[C:14]([O:23][CH3:24])[N:13]=1)([C:4]([CH3:7])([CH3:6])[CH3:5])([CH3:3])[CH3:2]. (7) Given the product [CH2:1]([N:3]([CH2:19][CH3:20])[CH2:4][CH2:5][N:6]1[CH2:11][CH2:10][C:9]2[NH:12][C:13]([CH:16]=[C:25]3[C:24]4[C:28](=[CH:29][C:30]([NH:31][C:32](=[O:34])[CH3:33])=[C:22]([F:21])[CH:23]=4)[NH:27][C:26]3=[O:35])=[C:14]([CH3:15])[C:8]=2[C:7]1=[O:18])[CH3:2], predict the reactants needed to synthesize it. The reactants are: [CH2:1]([N:3]([CH2:19][CH3:20])[CH2:4][CH2:5][N:6]1[CH2:11][CH2:10][C:9]2[NH:12][C:13]([CH:16]=O)=[C:14]([CH3:15])[C:8]=2[C:7]1=[O:18])[CH3:2].[F:21][C:22]1[CH:23]=[C:24]2[C:28](=[CH:29][C:30]=1[NH:31][C:32](=[O:34])[CH3:33])[NH:27][C:26](=[O:35])[CH2:25]2.